Dataset: Catalyst prediction with 721,799 reactions and 888 catalyst types from USPTO. Task: Predict which catalyst facilitates the given reaction. (1) Reactant: [F:1][C:2]1[CH:26]=[CH:25][C:5]([CH2:6][O:7][C:8]2[CH:9]=[C:10]3[C:15](=[CH:16][CH:17]=2)[C:14](=[O:18])[N:13]([C:19]([CH3:24])([CH3:23])[C:20](O)=[O:21])[CH2:12][CH2:11]3)=[CH:4][CH:3]=1.F[P-](F)(F)(F)(F)F.[N:34]1(O[P+](N2CCCC2)(N2CCCC2)N2CCCC2)C2C=CC=CC=2N=N1.C(O)CCC.[Cl-].[NH4+]. Product: [F:1][C:2]1[CH:26]=[CH:25][C:5]([CH2:6][O:7][C:8]2[CH:9]=[C:10]3[C:15](=[CH:16][CH:17]=2)[C:14](=[O:18])[N:13]([C:19]([CH3:24])([CH3:23])[C:20]([NH2:34])=[O:21])[CH2:12][CH2:11]3)=[CH:4][CH:3]=1. The catalyst class is: 18. (2) Reactant: C[O:2][C:3](=O)[C:4]([CH3:16])([CH3:15])[CH2:5][O:6][C:7]1[C:8]([NH2:14])=[N:9][CH:10]=[C:11]([Br:13])[CH:12]=1.[H-].[Na+]. Product: [Br:13][C:11]1[CH:10]=[N:9][C:8]2[NH:14][C:3](=[O:2])[C:4]([CH3:16])([CH3:15])[CH2:5][O:6][C:7]=2[CH:12]=1. The catalyst class is: 58. (3) Reactant: [Cl:1][C:2]1[CH:10]=[CH:9][CH:8]=[CH:7][C:3]=1[C:4](Cl)=[O:5].[NH2:11][C:12]1[S:13][CH:14]=[C:15]([C:17]([O:19][CH2:20][CH3:21])=[O:18])[N:16]=1.N1C=CC=CC=1.O. Product: [Cl:1][C:2]1[CH:10]=[CH:9][CH:8]=[CH:7][C:3]=1[C:4]([NH:11][C:12]1[S:13][CH:14]=[C:15]([C:17]([O:19][CH2:20][CH3:21])=[O:18])[N:16]=1)=[O:5]. The catalyst class is: 1. (4) Product: [F:1][C:2]1[CH:7]=[C:6]([F:8])[CH:5]=[CH:4][C:3]=1/[CH:9]=[CH:10]/[C:11]1[CH:12]=[CH:13][C:14]([S:19]([C:22]2[CH:27]=[CH:26][CH:25]=[CH:24][CH:23]=2)(=[O:21])=[O:20])=[C:15]([CH:16]([OH:17])[CH3:28])[CH:18]=1. Reactant: [F:1][C:2]1[CH:7]=[C:6]([F:8])[CH:5]=[CH:4][C:3]=1/[CH:9]=[CH:10]/[C:11]1[CH:12]=[CH:13][C:14]([S:19]([C:22]2[CH:27]=[CH:26][CH:25]=[CH:24][CH:23]=2)(=[O:21])=[O:20])=[C:15]([CH:18]=1)[CH:16]=[O:17].[CH3:28][Mg]Cl. The catalyst class is: 7. (5) Reactant: [NH:1]1[CH2:5][CH2:4][CH2:3][C@H:2]1[C:6]([OH:8])=[O:7].[Cl:9][C:10]([Cl:14])([Cl:13])[CH:11]=O. Product: [Cl:9][C:10]([Cl:14])([Cl:13])[C@@H:11]1[N:1]2[CH2:5][CH2:4][CH2:3][C@H:2]2[C:6](=[O:8])[O:7]1. The catalyst class is: 22. (6) Reactant: [F:1][C:2]1[CH:15]=[C:14]([N+:16]([O-:18])=[O:17])[CH:13]=[CH:12][C:3]=1[O:4][C:5]1[N:10]=[CH:9][N:8]=[C:7]([NH2:11])[CH:6]=1.[CH2:19]([N:21]([CH2:24][CH3:25])[CH2:22][CH3:23])[CH3:20].ClC([O:29][C:30]1C=CC=CC=1)=O.[CH2:36]([N:38](CC)[CH2:39]CCNC)C. Product: [F:1][C:2]1[CH:15]=[C:14]([N+:16]([O-:18])=[O:17])[CH:13]=[CH:12][C:3]=1[O:4][C:5]1[N:10]=[CH:9][N:8]=[C:7]([NH:11][C:30](=[O:29])[N:38]([CH2:39][CH2:20][CH2:19][N:21]([CH2:24][CH3:25])[CH2:22][CH3:23])[CH3:36])[CH:6]=1. The catalyst class is: 213. (7) Reactant: [NH2:1][CH:2]1[CH2:7][CH2:6][N:5]([C:8](=[O:10])[CH3:9])[CH2:4][CH2:3]1.[C:11]([O:15][C:16]([N:18]1[CH2:23][CH2:22][CH2:21][C:20](=O)[CH:19]1[CH2:25][C:26]1[CH:31]=[CH:30][CH:29]=[CH:28][CH:27]=1)=[O:17])([CH3:14])([CH3:13])[CH3:12].O.C(O[BH-](OC(=O)C)OC(=O)C)(=O)C.[Na+]. Product: [C:11]([O:15][C:16]([N:18]1[CH2:23][CH2:22][CH2:21][CH:20]([NH:1][CH:2]2[CH2:7][CH2:6][N:5]([C:8](=[O:10])[CH3:9])[CH2:4][CH2:3]2)[CH:19]1[CH2:25][C:26]1[CH:27]=[CH:28][CH:29]=[CH:30][CH:31]=1)=[O:17])([CH3:14])([CH3:12])[CH3:13]. The catalyst class is: 11. (8) Reactant: [Si:1]([O:18][CH2:19][C@@H:20]([NH:33][C:34](=[O:40])[O:35][C:36]([CH3:39])([CH3:38])[CH3:37])[CH2:21][S:22][C:23]1[CH:28]=[CH:27][NH:26][C:25](=[O:29])[C:24]=1[N+:30]([O-])=O)([C:14]([CH3:17])([CH3:16])[CH3:15])([C:8]1[CH:13]=[CH:12][CH:11]=[CH:10][CH:9]=1)[C:2]1[CH:7]=[CH:6][CH:5]=[CH:4][CH:3]=1.C([O-])(=O)C.[NH4+].[Sn](Cl)Cl. Product: [C:36]([O:35][C:34](=[O:40])[NH:33][C@H:20]([CH2:19][O:18][Si:1]([C:14]([CH3:17])([CH3:16])[CH3:15])([C:8]1[CH:9]=[CH:10][CH:11]=[CH:12][CH:13]=1)[C:2]1[CH:7]=[CH:6][CH:5]=[CH:4][CH:3]=1)[CH2:21][S:22][C:23]1[CH:28]=[CH:27][NH:26][C:25](=[O:29])[C:24]=1[NH2:30])([CH3:39])([CH3:37])[CH3:38]. The catalyst class is: 569. (9) Reactant: [N+:1]([C:4]1[N:5]=[C:6]2[N:11]([CH:12]=1)[CH2:10][CH:9]([NH2:13])[CH2:8][O:7]2)([O-:3])=[O:2].CCN(CC)CC.[F:21][C:22]([F:43])([F:42])[O:23][C:24]1[CH:41]=[CH:40][C:27]([O:28][CH:29]2[CH2:34][CH2:33][N:32]([CH2:35][CH2:36][C:37](Cl)=[O:38])[CH2:31][CH2:30]2)=[CH:26][CH:25]=1.ClCCl. Product: [N+:1]([C:4]1[N:5]=[C:6]2[N:11]([CH:12]=1)[CH2:10][C@H:9]([NH:13][C:37](=[O:38])[CH2:36][CH2:35][N:32]1[CH2:31][CH2:30][CH:29]([O:28][C:27]3[CH:40]=[CH:41][C:24]([O:23][C:22]([F:21])([F:42])[F:43])=[CH:25][CH:26]=3)[CH2:34][CH2:33]1)[CH2:8][O:7]2)([O-:3])=[O:2]. The catalyst class is: 3.